From a dataset of Forward reaction prediction with 1.9M reactions from USPTO patents (1976-2016). Predict the product of the given reaction. (1) Given the reactants [NH2:1][C:2]1[N:7]=[C:6]([C:8]2[S:12][C:11]3[CH:13]=[CH:14][C:15]([CH2:17][C:18]4[CH:19]=[C:20]([CH:24]=[CH:25][CH:26]=4)[C:21]([OH:23])=[O:22])=[CH:16][C:10]=3[C:9]=2[CH3:27])[CH:5]=[CH:4][N:3]=1.[CH3:28][Si](C=[N+]=[N-])(C)C.C1COCC1, predict the reaction product. The product is: [NH2:1][C:2]1[N:7]=[C:6]([C:8]2[S:12][C:11]3[CH:13]=[CH:14][C:15]([CH2:17][C:18]4[CH:19]=[C:20]([CH:24]=[CH:25][CH:26]=4)[C:21]([O:23][CH3:28])=[O:22])=[CH:16][C:10]=3[C:9]=2[CH3:27])[CH:5]=[CH:4][N:3]=1. (2) Given the reactants [NH2:1][C:2]1[CH:3]=[C:4]([CH2:8][OH:9])[CH:5]=[N:6][CH:7]=1.N1C=CN=C1.[C:15]([Si:19]([CH3:22])([CH3:21])Cl)([CH3:18])([CH3:17])[CH3:16], predict the reaction product. The product is: [Si:19]([O:9][CH2:8][C:4]1[CH:3]=[C:2]([NH2:1])[CH:7]=[N:6][CH:5]=1)([C:15]([CH3:18])([CH3:17])[CH3:16])([CH3:22])[CH3:21]. (3) The product is: [OH:31][C@H:28]1[CH2:29][CH2:30][NH:23][C@@H:24]1[C:25]([NH:13][C:12]1[CH:11]=[CH:10][C:9]([CH2:1][CH2:2][CH2:3][CH2:4][CH2:5][CH2:6][CH2:7][CH3:8])=[CH:15][CH:14]=1)=[O:26]. Given the reactants [CH2:1]([C:9]1[CH:15]=[CH:14][C:12]([NH2:13])=[CH:11][CH:10]=1)[CH2:2][CH2:3][CH2:4][CH2:5][CH2:6][CH2:7][CH3:8].C(OC([N:23]1[CH2:30][CH2:29][C@H:28]([OH:31])[C@H:24]1[C:25](O)=[O:26])=O)(C)(C)C, predict the reaction product. (4) Given the reactants [CH3:1][C:2]1([CH3:26])[C:24](=O)[C:5]2=[N:6][C:7]([O:16][CH2:17][C:18]3[CH:23]=[CH:22][CH:21]=[CH:20][N:19]=3)=[CH:8][C:9]([C:10]3[CH:11]=[N:12][CH:13]=[N:14][CH:15]=3)=[C:4]2[CH2:3]1.C(O)CO.O.NN.[OH-].[K+], predict the reaction product. The product is: [CH3:1][C:2]1([CH3:26])[CH2:24][C:5]2=[N:6][C:7]([O:16][CH2:17][C:18]3[CH:23]=[CH:22][CH:21]=[CH:20][N:19]=3)=[CH:8][C:9]([C:10]3[CH:15]=[N:14][CH:13]=[N:12][CH:11]=3)=[C:4]2[CH2:3]1. (5) The product is: [C:1]1([CH2:7][CH2:8][CH2:9][CH2:10][CH2:11][CH2:12][C:13]([C:15]2[O:16][C:17]([C:20]3[O:24][C:23]([C:25]([OH:27])=[O:26])=[CH:22][CH:21]=3)=[CH:18][N:19]=2)=[O:14])[CH:6]=[CH:5][CH:4]=[CH:3][CH:2]=1. Given the reactants [C:1]1([CH2:7][CH2:8][CH2:9][CH2:10][CH2:11][CH2:12][C:13]([C:15]2[O:16][C:17]([C:20]3[O:24][C:23]([C:25]([O:27]C)=[O:26])=[CH:22][CH:21]=3)=[CH:18][N:19]=2)=[O:14])[CH:6]=[CH:5][CH:4]=[CH:3][CH:2]=1, predict the reaction product. (6) Given the reactants [CH2:1]([C:5]1[O:6][C:7]2[CH:13]=[CH:12][C:11]([NH:14][S:15]([CH3:18])(=[O:17])=[O:16])=[CH:10][C:8]=2[CH:9]=1)[CH2:2][CH2:3][CH3:4].[CH2:19]([N:23]([CH2:36][CH2:37][CH2:38][CH3:39])[CH2:24][CH2:25][CH2:26][O:27][C:28]1[CH:35]=[CH:34][C:31]([CH:32]=[O:33])=[CH:30][CH:29]=1)[CH2:20][CH2:21][CH3:22].O, predict the reaction product. The product is: [CH2:1]([C:5]1[O:6][C:7]2[CH:13]=[CH:12][C:11]([NH:14][S:15]([CH3:18])(=[O:16])=[O:17])=[CH:10][C:8]=2[C:9]=1[CH:32]([C:31]1[CH:30]=[CH:29][C:28]([O:27][CH2:26][CH2:25][CH2:24][N:23]([CH2:36][CH2:37][CH2:38][CH3:39])[CH2:19][CH2:20][CH2:21][CH3:22])=[CH:35][CH:34]=1)[OH:33])[CH2:2][CH2:3][CH3:4]. (7) Given the reactants [CH:1]1([C:7]([O:9][CH2:10][C:11]2[CH:16]=[CH:15][CH:14]=[CH:13][CH:12]=2)=[O:8])[CH2:6][CH2:5][CH2:4][CH2:3][CH2:2]1.C[Si](C)(C)N[Si](C)(C)C.[Li].[CH2:27](Br)[CH:28]=[CH2:29].Cl, predict the reaction product. The product is: [CH2:29]([C:1]1([C:7]([O:9][CH2:10][C:11]2[CH:12]=[CH:13][CH:14]=[CH:15][CH:16]=2)=[O:8])[CH2:6][CH2:5][CH2:4][CH2:3][CH2:2]1)[CH:28]=[CH2:27]. (8) Given the reactants [Cl:1][C:2]1[CH:7]=[CH:6][C:5]([C:8]2[CH:13]=[CH:12][CH:11]=[CH:10][C:9]=2[CH:14]([NH:16][C:17](=[O:26])[C:18]2[CH:23]=[CH:22][C:21]([O:24]C)=[CH:20][CH:19]=2)[CH3:15])=[C:4](F)[CH:3]=1.ClC1C=CC(C2C=CC=CC=2C(N)C)=C(F)C=1.C(N(CC)CC)C.COC1C=CC(C(Cl)=O)=CC=1, predict the reaction product. The product is: [Cl:1][C:2]1[CH:7]=[CH:6][C:5]2[C:8]3[C:9]([CH:14]([CH3:15])[N:16]([C:17]([C:18]4[CH:23]=[CH:22][C:21]([OH:24])=[CH:20][CH:19]=4)=[O:26])[C:4]=2[CH:3]=1)=[CH:10][CH:11]=[CH:12][CH:13]=3. (9) Given the reactants [F:1][C:2]([F:12])([F:11])[C:3]1[CH:10]=[CH:9][C:6]([C:7]#[N:8])=[CH:5][CH:4]=1.OO.C([O-])([O-])=[O:16].[K+].[K+], predict the reaction product. The product is: [F:1][C:2]([F:11])([F:12])[C:3]1[CH:10]=[CH:9][C:6]([C:7]([NH2:8])=[O:16])=[CH:5][CH:4]=1. (10) Given the reactants [O:1]=[C:2]1[CH2:7][C:6](=[O:8])[CH2:5][CH2:4][N:3]1[C:9]([O:11][C:12]([CH3:15])([CH3:14])[CH3:13])=[O:10].[Li+].C[Si]([N-][Si](C)(C)C)(C)C.[CH2:26](I)[CH:27]([CH3:29])[CH3:28].OS([O-])(=O)=O.[K+], predict the reaction product. The product is: [CH2:26]([CH:5]1[CH2:4][N:3]([C:9]([O:11][C:12]([CH3:15])([CH3:14])[CH3:13])=[O:10])[C:2](=[O:1])[CH2:7][C:6]1=[O:8])[CH:27]([CH3:29])[CH3:28].